From a dataset of Drug-target binding data from BindingDB using IC50 measurements. Regression. Given a target protein amino acid sequence and a drug SMILES string, predict the binding affinity score between them. We predict pIC50 (pIC50 = -log10(IC50 in M); higher means more potent). Dataset: bindingdb_ic50. (1) The small molecule is O=C(O)CC[C@@H](CSc1ccc(Cc2ccccc2)cc1)NC(=O)CCCCCCc1ccccc1. The target protein sequence is ARMRTGEKYPLIIFSHGLGAFRTIYSAIGTDLASYGFIVAAVEHRDGSASATCFFKDQSAAEIRNKTWLYLRTLGKGEEEFPLRNEQVRQRAEECVCLHEFCT. The pIC50 is 7.8. (2) The drug is CC(Oc1ccccc1)C(=O)Nc1ccc(Cl)cc1. The target protein (P0C0H6) has sequence MSNWDTKFLKKGYTFDDVLLIPAESHVLPNEVDLKTKLADNLTLNIPIITAAMDTVTGSKMAIAIARAGGLGVIHKNMSITEQAEEVRKVKRSENGVIIDPFFLTPEHKVSEAEELMQRYRISGVPIVETLANRKLVGIITNRDMRFISDYNAPISEHMTSEHLVTAAVGTDLETAERILHEHRIEKLPLVDNSGRLSGLITIKDIEKVIEFPHAAKDEFGRLLVAAAVGVTSDTFERAEALFEAGADAIVIDTAHGHSAGVLRKIAEIRAHFPNRTLIAGNIATAEGARALYDAGVDVVKVGIGPGSICTTRVVAGVGVPQVTAIYDAAAVAREYGKTIIADGGIKYSGDIVKALAAGGNAVMLGSMFAGTDEAPGETEIYQGRKFKTYRGMGSIAAMKKGSSDRYFQGSVNEANKLVPEGIEGRVAYKGAASDIVFQMLGGIRSGMGYVGAGDIQELHENAQFVEMSGAGLIESHPHDVQITNEAPNYSVH. The pIC50 is 4.0. (3) The small molecule is Cc1ccc2[nH]c(C(=O)O)c(Sc3ccc(Cl)cc3)c2c1. The target protein (P20536) has sequence MNSVTVSHAPYTITYHDDWEPVMSQLVEFYNEVASWLLRDETSPIPDKFFIQLKQPLRNKRVCVCGIDPYPKDGTGVPFESPNFTKKSIKEIASSISRLTGVIDYKGYNLNIIDGVIPWNYYLSCKLGETKSHAIYWDKISKLLLQHITKHVSVLYCLGKTDFSNIRAKLESPVTTIVGYHPAARDRQFEKDRSFEIINVLLELDNKVPINWAQGFIY. The pIC50 is 4.3. (4) The compound is O=C(c1cncc(CS(=O)(=O)c2c(Cl)cccc2Cl)c1)N1CCCCC1. The target protein sequence is GSHMASMTGGQQMGRGSNEEFRPEMLQGKKVIVTGASKGIGREMAYHLAKMGAHVVVTARSKETLQKVVSHCLELGAASAHYIAGTMEDMTFAEQFVAQAGKLMGGLDMLILNHITNTSLNLFHDDIHHVRKSMEVNFLSYVVLTVAALPMLKQSNGSIVVVSSLAGKVAYPMVAAYSASKFALDGFFSSIRKEYSVSRVNVSITLCVLGLIDTETAMKAVSGIVHMQAAPKEECALEIIKGGALRQEEVYYDSSRWTTLLIRNPCRKILEELYSTSYNMDRFINK. The pIC50 is 6.7. (5) The compound is CC(CNc1ccccc1O)C(=O)O. The pIC50 is 4.1. The target protein (P11413) has sequence MAEQVALSRTQVCGILREELFQGDAFHQSDTHIFIIMGASGDLAKKKIYPTIWWLFRDGLLPENTFIVGYARSRLTVADIRKQSEPFFKATPEEKLKLEDFFARNSYVAGQYDDAASYQRLNSHMNALHLGSQANRLFYLALPPTVYEAVTKNIHESCMSQIGWNRIIVEKPFGRDLQSSDRLSNHISSLFREDQIYRIDHYLGKEMVQNLMVLRFANRIFGPIWNRDNIACVILTFKEPFGTEGRGGYFDEFGIIRDVMQNHLLQMLCLVAMEKPASTNSDDVRDEKVKVLKCISEVQANNVVLGQYVGNPDGEGEATKGYLDDPTVPRGSTTATFAAVVLYVENERWDGVPFILRCGKALNERKAEVRLQFHDVAGDIFHQQCKRNELVIRVQPNEAVYTKMMTKKPGMFFNPEESELDLTYGNRYKNVKLPDAYERLILDVFCGSQMHFVRSDELREAWRIFTPLLHQIELEKPKPIPYIYGSRGPTEADELMKRVG.... (6) The target protein (P00371) has sequence MRVVVIGAGVIGLSTALCIHERYHSVLQPLDVKVYADRFTPFTTTDVAAGLWQPYTSEPSNPQEANWNQQTFNYLLSHIGSPNAANMGLTPVSGYNLFREAVPDPYWKDMVLGFRKLTPRELDMFPDYRYGWFNTSLILEGRKYLQWLTERLTERGVKFFLRKVESFEEVARGGADVIINCTGVWAGVLQPDPLLQPGRGQIIKVDAPWLKNFIITHDLERGIYNSPYIIPGLQAVTLGGTFQVGNWNEINNIQDHNTIWEGCCRLEPTLKDAKIVGEYTGFRPVRPQVRLEREQLRFGSSNTEVIHNYGHGGYGLTIHWGCALEVAKLFGKVLEERNLLTMPPSHL. The compound is Oc1nc2cc(C(F)(F)F)cnc2nc1O. The pIC50 is 4.6.